This data is from Catalyst prediction with 721,799 reactions and 888 catalyst types from USPTO. The task is: Predict which catalyst facilitates the given reaction. (1) Reactant: [C:1]([C:3]1[CH:11]=[CH:10][C:6]([C:7]([OH:9])=O)=[CH:5][CH:4]=1)#[N:2].O.ON1C2C=CC=CC=2N=N1.[CH3:23][CH:24]([N:26]1[CH2:31][CH2:30][CH:29]([O:32][C:33]2[CH:38]=[CH:37][C:36]([CH:39]3[CH2:44][CH2:43][NH:42][CH2:41][CH2:40]3)=[CH:35][CH:34]=2)[CH2:28][CH2:27]1)[CH3:25]. Product: [CH3:25][CH:24]([N:26]1[CH2:27][CH2:28][CH:29]([O:32][C:33]2[CH:38]=[CH:37][C:36]([CH:39]3[CH2:44][CH2:43][N:42]([C:7]([C:6]4[CH:5]=[CH:4][C:3]([C:1]#[N:2])=[CH:11][CH:10]=4)=[O:9])[CH2:41][CH2:40]3)=[CH:35][CH:34]=2)[CH2:30][CH2:31]1)[CH3:23]. The catalyst class is: 4. (2) Reactant: F[C:2]1[CH:18]=[CH:17][C:5]([C:6]([C:8]2[CH:13]=[CH:12][C:11]([N+:14]([O-:16])=[O:15])=[CH:10][CH:9]=2)=[O:7])=[CH:4][CH:3]=1.[NH:19]1[CH2:24][CH2:23][O:22][CH2:21][CH2:20]1.C(=O)([O-])[O-].[K+].[K+]. Product: [O:22]1[CH2:23][CH2:24][N:19]([C:2]2[CH:18]=[CH:17][C:5]([C:6]([C:8]3[CH:13]=[CH:12][C:11]([N+:14]([O-:16])=[O:15])=[CH:10][CH:9]=3)=[O:7])=[CH:4][CH:3]=2)[CH2:20][CH2:21]1. The catalyst class is: 58. (3) Reactant: C(OC([NH:8][CH2:9][C:10]([O:12][CH2:13][C:14]([F:41])([F:40])[CH2:15][N:16]1[C:20]([C:21]2[CH:26]=[CH:25][C:24]([F:27])=[CH:23][CH:22]=2)=[C:19]([C:28]2[CH:29]=[CH:30][C:31]3[O:36][CH2:35][C:34](=[O:37])[NH:33][C:32]=3[CH:38]=2)[C:18]([CH3:39])=[N:17]1)=[O:11])=O)(C)(C)C.[ClH:42]. Product: [ClH:42].[NH2:8][CH2:9][C:10]([O:12][CH2:13][C:14]([F:40])([F:41])[CH2:15][N:16]1[C:20]([C:21]2[CH:26]=[CH:25][C:24]([F:27])=[CH:23][CH:22]=2)=[C:19]([C:28]2[CH:29]=[CH:30][C:31]3[O:36][CH2:35][C:34](=[O:37])[NH:33][C:32]=3[CH:38]=2)[C:18]([CH3:39])=[N:17]1)=[O:11]. The catalyst class is: 13. (4) Reactant: [CH3:1][C:2]1([CH3:10])[O:9][C:7](=[O:8])[CH2:6][C:4](=[O:5])[O:3]1.[H-].[Na+].Br[CH2:14][C:15]([C:17]1[CH:22]=[CH:21][C:20]([Br:23])=[CH:19][CH:18]=1)=[O:16].Cl. Product: [Br:23][C:20]1[CH:21]=[CH:22][C:17]([C:15](=[O:16])[CH2:14][CH:6]2[C:7](=[O:8])[O:9][C:2]([CH3:10])([CH3:1])[O:3][C:4]2=[O:5])=[CH:18][CH:19]=1. The catalyst class is: 90. (5) Reactant: [CH3:1][C@@H:2]1[O:7][C@@H:6]([O:8][C@H:9]2[C@@H:100]3[NH:101][C:102](=[O:103])[C@@H:81]([C:82]4[CH:83]=[CH:84][C:85]([OH:107])=[C:86]([C:88]5[C:93]([OH:94])=[CH:92][C:91]([OH:95])=[CH:90][C:89]=5[C@@H:96]([C:104]([OH:106])=[O:105])[NH:97][C:98]3=[O:99])[CH:87]=4)[NH:80][C:78](=[O:79])[C@H:77]3[C:20]4=[CH:21][C:22]([O:60][C:61]5[CH:62]=[CH:63][C:64]([C@@H:68]([OH:122])[C@@H:69]([NH:112][C:113]([C@H:115]([NH:120][CH3:121])[CH2:116][CH:117]([CH3:119])[CH3:118])=[O:114])[C:70]([NH:72][C@@H:73]([CH2:108][C:109]([NH2:111])=[O:110])[C:74]([NH:76]3)=[O:75])=[O:71])=[CH:65][C:66]=5[Cl:67])=[C:23]([O:24][C@@H:25]3[O:30][C@H:29]([CH2:31][OH:32])[C@@H:28]([OH:33])[C@H:27]([OH:34])[C@H:26]3[O:35][C@@H:36]3[O:41][C@@H:40]([CH3:42])[C@H:39]([OH:43])[C@:38]([NH:45][CH2:46][C:47]5[CH:48]=[CH:49][C:50]([C:53]6[CH:54]=[CH:55][C:56]([Cl:59])=[CH:57][CH:58]=6)=[CH:51][CH:52]=5)([CH3:44])[CH2:37]3)[C:18](=[CH:19]4)[O:17][C:13]3=[C:14]([Cl:16])[CH:15]=[C:10]2[CH:11]=[CH:12]3)[CH2:5][C@@:4]([NH2:124])([CH3:123])[C@H:3]1[OH:125].OP(O)(O)=O.C([O-])(O)=O.[Na+].C(=O)([O-])ON1C(=O)CCC1=O. Product: [CH3:1][C@@H:2]1[O:7][C@@H:6]([O:8][C@H:9]2[C@@H:100]3[NH:101][C:102](=[O:103])[C@@H:81]([C:82]4[CH:83]=[CH:84][C:85]([OH:107])=[C:86]([C:88]5[C:93]([OH:94])=[CH:92][C:91]([OH:95])=[CH:90][C:89]=5[C@@H:96]([C:104]([OH:106])=[O:105])[NH:97][C:98]3=[O:99])[CH:87]=4)[NH:80][C:78](=[O:79])[C@H:77]3[C:20]4=[CH:21][C:22]([O:60][C:61]5[CH:62]=[CH:63][C:64]([C@@H:68]([OH:122])[C@@H:69]([NH:112][C:113]([C@H:115]([NH:120][CH3:121])[CH2:116][CH:117]([CH3:118])[CH3:119])=[O:114])[C:70]([NH:72][C@@H:73]([CH2:108][C:109]([NH2:111])=[O:110])[C:74]([NH:76]3)=[O:75])=[O:71])=[CH:65][C:66]=5[Cl:67])=[C:23]([O:24][C@@H:25]3[O:30][C@H:29]([CH2:31][OH:32])[C@@H:28]([OH:33])[C@H:27]([OH:34])[C@H:26]3[O:35][C@@H:36]3[O:41][C@@H:40]([CH3:42])[C@H:39]([OH:43])[C@:38]([NH:45][CH2:46][C:47]5[CH:52]=[CH:51][C:50]([C:53]6[CH:58]=[CH:57][C:56]([Cl:59])=[CH:55][CH:54]=6)=[CH:49][CH:48]=5)([CH3:44])[CH2:37]3)[C:18](=[CH:19]4)[O:17][C:13]3=[C:14]([Cl:16])[CH:15]=[C:10]2[CH:11]=[CH:12]3)[CH2:5][C@@:4]([NH2:124])([CH3:123])[C@H:3]1[OH:125]. The catalyst class is: 38. (6) Reactant: [CH3:1][C:2]([O:5][C:6]([N:8]1[CH2:13][CH2:12][CH:11]([CH2:14][C:15]2[CH:20]=[CH:19][C:18]([F:21])=[CH:17][CH:16]=2)[CH2:10][CH2:9]1)=[O:7])([CH3:4])[CH3:3].[CH3:22]N(CCN(C)C)C.C([Li])(CC)C.IC. Product: [CH3:4][C:2]([O:5][C:6]([N:8]1[CH2:9][CH2:10][CH:11]([CH2:14][C:15]2[CH:16]=[CH:17][C:18]([F:21])=[CH:19][CH:20]=2)[CH2:12][CH:13]1[CH3:22])=[O:7])([CH3:1])[CH3:3]. The catalyst class is: 28. (7) Reactant: [OH:1][C:2]1[CH:7]=[CH:6][C:5]([CH:8]=[CH:9][C:10](=[O:15])[CH2:11][C:12](=[O:14])[CH3:13])=[CH:4][CH:3]=1. Product: [OH:1][C:2]1[CH:3]=[CH:4][C:5]([CH2:8][CH2:9][C:10](=[O:15])[CH2:11][C:12](=[O:14])[CH3:13])=[CH:6][CH:7]=1. The catalyst class is: 78. (8) Reactant: Cl[C:2]1[C:7]([CH2:8][NH:9][C:10]2[C:15]([F:16])=[C:14]([O:17][CH3:18])[CH:13]=[C:12]([O:19][CH3:20])[C:11]=2[F:21])=[CH:6][N:5]=[C:4]2[N:22]([CH2:25][O:26][CH2:27][CH2:28][Si:29]([CH3:32])([CH3:31])[CH3:30])[CH:23]=[CH:24][C:3]=12.[NH2:33][CH2:34][C:35]1[CH:36]=[C:37]([CH:40]=[CH:41][CH:42]=1)[C:38]#[N:39].C1C=CC(P(C2C=CC3C(=CC=CC=3)C=2C2C3C(=CC=CC=3)C=CC=2P(C2C=CC=CC=2)C2C=CC=CC=2)C2C=CC=CC=2)=CC=1.C(=O)([O-])[O-].[Cs+].[Cs+].O1CCOCC1. Product: [F:21][C:11]1[C:12]([O:19][CH3:20])=[CH:13][C:14]([O:17][CH3:18])=[C:15]([F:16])[C:10]=1[NH:9][CH2:8][C:7]1[C:2]([NH:39][CH2:38][C:37]2[CH:36]=[C:35]([CH:42]=[CH:41][CH:40]=2)[C:34]#[N:33])=[C:3]2[CH:24]=[CH:23][N:22]([CH2:25][O:26][CH2:27][CH2:28][Si:29]([CH3:32])([CH3:31])[CH3:30])[C:4]2=[N:5][CH:6]=1. The catalyst class is: 167. (9) Reactant: Br[C:2]1[CH:3]=[C:4]([NH:8][C:9]([NH:11][CH2:12][C:13]([F:16])([F:15])[F:14])=[O:10])[CH:5]=[CH:6][CH:7]=1.[B:17]1([B:17]2[O:21][C:20]([CH3:23])([CH3:22])[C:19]([CH3:25])([CH3:24])[O:18]2)[O:21][C:20]([CH3:23])([CH3:22])[C:19]([CH3:25])([CH3:24])[O:18]1.CC([O-])=O.[K+]. Product: [CH3:24][C:19]1([CH3:25])[C:20]([CH3:23])([CH3:22])[O:21][B:17]([C:2]2[CH:3]=[C:4]([NH:8][C:9]([NH:11][CH2:12][C:13]([F:16])([F:15])[F:14])=[O:10])[CH:5]=[CH:6][CH:7]=2)[O:18]1. The catalyst class is: 16. (10) Reactant: [CH3:1][N:2]1[CH2:7][CH2:6][N:5]([C:8]2[C:13]([CH2:14][CH:15]3[CH2:19][CH2:18][NH:17][C:16]3=[O:20])=[CH:12][CH:11]=[CH:10][N:9]=2)[CH2:4][CH2:3]1.Br[C:22]1[CH:27]=[CH:26][C:25]([C:28]([F:31])([F:30])[F:29])=[CH:24][CH:23]=1.CC1(C)C2C=CC=C(P(C3C=CC=CC=3)C3C=CC=CC=3)C=2OC2C1=CC=CC=2P(C1C=CC=CC=1)C1C=CC=CC=1.C(=O)([O-])[O-].[Cs+].[Cs+]. Product: [CH3:1][N:2]1[CH2:3][CH2:4][N:5]([C:8]2[C:13]([CH2:14][CH:15]3[CH2:19][CH2:18][N:17]([C:22]4[CH:27]=[CH:26][C:25]([C:28]([F:31])([F:30])[F:29])=[CH:24][CH:23]=4)[C:16]3=[O:20])=[CH:12][CH:11]=[CH:10][N:9]=2)[CH2:6][CH2:7]1. The catalyst class is: 488.